This data is from Full USPTO retrosynthesis dataset with 1.9M reactions from patents (1976-2016). The task is: Predict the reactants needed to synthesize the given product. Given the product [Cl:24][C:19]1[CH:20]=[CH:21][CH:22]=[CH:23][C:18]=1[C:4]1[CH:3]=[C:2]([NH:1][C:31]([CH:25]2[CH2:30][CH2:29][CH2:28][CH2:27][CH2:26]2)=[O:32])[CH:11]=[C:10]2[C:5]=1[CH2:6][CH2:7][N:8]([C:12](=[O:17])[C:13]([F:16])([F:14])[F:15])[CH2:9]2, predict the reactants needed to synthesize it. The reactants are: [NH2:1][C:2]1[CH:11]=[C:10]2[C:5]([CH2:6][CH2:7][N:8]([C:12](=[O:17])[C:13]([F:16])([F:15])[F:14])[CH2:9]2)=[C:4]([C:18]2[CH:23]=[CH:22][CH:21]=[CH:20][C:19]=2[Cl:24])[CH:3]=1.[CH:25]1([C:31](Cl)=[O:32])[CH2:30][CH2:29][CH2:28][CH2:27][CH2:26]1.C(N(CC)CC)C.